This data is from Peptide-MHC class II binding affinity with 134,281 pairs from IEDB. The task is: Regression. Given a peptide amino acid sequence and an MHC pseudo amino acid sequence, predict their binding affinity value. This is MHC class II binding data. (1) The peptide sequence is NVTSIHSLLDEGKQS. The MHC is HLA-DPA10201-DPB10501 with pseudo-sequence HLA-DPA10201-DPB10501. The binding affinity (normalized) is 0.424. (2) The peptide sequence is GELQIVDKIDAAFKC. The MHC is DRB1_0802 with pseudo-sequence DRB1_0802. The binding affinity (normalized) is 0.383.